Predict the reaction yield, written as a fraction of the theoretical maximum amount of product (1.0 means a 100% yield; for example, 0.34 means a 34% yield). From a dataset of Reaction yield outcomes from USPTO patents with 853,638 reactions. (1) The reactants are C(OC([NH:8][CH2:9][C:10]1[CH:11]=[N:12][C:13](Cl)=[CH:14][CH:15]=1)=O)(C)(C)C.NC[C:19]1C=N[C:22](Cl)=[CH:23][CH:24]=1.C(N([CH2:31][CH3:32])CC)C.[C:33](OC(OC(OC(C)(C)C)=O)=O)(C)(C)[CH3:34].C([O-])(O)=O.[Na+]. The catalyst is C(Cl)Cl. The product is [NH2:8][CH2:9][C:10]1[CH:11]=[N:12][C:13](/[CH:33]=[CH:34]/[CH:32]2[CH2:31][CH2:19][CH2:24][CH2:23][CH2:22]2)=[CH:14][CH:15]=1. The yield is 0.860. (2) The yield is 0.700. The product is [N:7]1([CH:3]([C:14]2[CH:15]=[CH:16][S:12][CH:13]=2)[C:2]([OH:6])=[O:5])[CH2:11][CH2:10][CH2:9][CH2:8]1. The catalyst is C(Cl)Cl. The reactants are O.[C:2]([OH:6])(=[O:5])[CH:3]=O.[NH:7]1[CH2:11][CH2:10][CH2:9][CH2:8]1.[S:12]1[CH:16]=[CH:15][C:14](B(O)O)=[CH:13]1. (3) The reactants are [CH2:1]([O:3][C:4]([C:6]1[C:14]2[C:13](=O)[CH:12](Br)[CH2:11][CH2:10][C:9]=2[N:8](C(OC(C)(C)C)=O)[CH:7]=1)=[O:5])[CH3:2].Cl.[C:25]([NH2:28])(=[NH:27])[CH3:26]. The catalyst is O1CCOCC1. The product is [CH2:1]([O:3][C:4]([C:6]1[C:14]2[C:13]3[N:27]=[C:25]([CH3:26])[NH:28][C:12]=3[CH2:11][CH2:10][C:9]=2[NH:8][CH:7]=1)=[O:5])[CH3:2]. The yield is 0.300. (4) The reactants are [Br:1][C:2]1[S:6][C:5]([S:7](Cl)(=[O:9])=[O:8])=[CH:4][CH:3]=1.C(N(CC)CC)C.[C:18]([N:25]1[CH2:30][CH2:29][NH:28][CH2:27][CH2:26]1)([O:20][C:21]([CH3:24])([CH3:23])[CH3:22])=[O:19]. The catalyst is C1COCC1. The product is [C:21]([O:20][C:18]([N:25]1[CH2:30][CH2:29][N:28]([S:7]([C:5]2[S:6][C:2]([Br:1])=[CH:3][CH:4]=2)(=[O:9])=[O:8])[CH2:27][CH2:26]1)=[O:19])([CH3:24])([CH3:22])[CH3:23]. The yield is 0.860. (5) The reactants are [Br:1][C:2]1[CH:3]=[CH:4][C:5]2[N:6]([CH2:16][CH2:17][CH2:18][N:19]([C:32]3[CH:37]=[CH:36][CH:35]=[CH:34][CH:33]=3)S(C3C=CC=CC=3[N+]([O-])=O)(=O)=O)[C:7]3[C:12]([C:13]=2[CH:14]=1)=[CH:11][C:10]([Br:15])=[CH:9][CH:8]=3.C(=O)([O-])[O-].[Cs+].[Cs+].C1(S)C=CC=CC=1. The catalyst is C1COCC1. The product is [Br:1][C:2]1[CH:3]=[CH:4][C:5]2[N:6]([CH2:16][CH2:17][CH2:18][NH:19][C:32]3[CH:33]=[CH:34][CH:35]=[CH:36][CH:37]=3)[C:7]3[C:12]([C:13]=2[CH:14]=1)=[CH:11][C:10]([Br:15])=[CH:9][CH:8]=3. The yield is 0.609. (6) The reactants are [C:1]([O:5][C:6]([N:8]1[CH2:11][CH:10]([C:12]2[CH:13]=[C:14]3[C:20]([C:21]([O:23][CH3:24])=[O:22])=[N:19][N:18](S(C4C=CC(C)=CC=4)(=O)=O)[C:15]3=[N:16][CH:17]=2)[CH2:9]1)=[O:7])([CH3:4])([CH3:3])[CH3:2].[OH-].[Li+]. The catalyst is O1CCCC1.CO.O. The product is [C:1]([O:5][C:6]([N:8]1[CH2:9][CH:10]([C:12]2[CH:13]=[C:14]3[C:20]([C:21]([O:23][CH3:24])=[O:22])=[N:19][NH:18][C:15]3=[N:16][CH:17]=2)[CH2:11]1)=[O:7])([CH3:4])([CH3:3])[CH3:2]. The yield is 0.356. (7) The reactants are Cl.N[CH2:3][C:4]1[CH:17]=[CH:16][C:7]([CH2:8][CH:9]2[NH:13][C:12](=[O:14])[NH:11][C:10]2=[O:15])=[CH:6][CH:5]=1.N([O-])=[O:19].[Na+].Cl.[OH-].[Na+]. The catalyst is O. The product is [OH:19][CH2:3][C:4]1[CH:17]=[CH:16][C:7]([CH2:8][CH:9]2[NH:13][C:12](=[O:14])[NH:11][C:10]2=[O:15])=[CH:6][CH:5]=1. The yield is 0.685. (8) The reactants are [BH4-].[Na+].[C:3]([C:6]1[O:7][CH:8]=[C:9]([C:11]([NH:13][C@@H:14]([CH3:30])[CH2:15][N:16]2[CH:20]=[CH:19][C:18]([C:21]3[CH:26]=[CH:25][C:24]([C:27]#[N:28])=[C:23]([Cl:29])[CH:22]=3)=[N:17]2)=[O:12])[N:10]=1)(=[O:5])[CH3:4]. The catalyst is C(O)C. The product is [Cl:29][C:23]1[CH:22]=[C:21]([C:18]2[CH:19]=[CH:20][N:16]([CH2:15][C@@H:14]([NH:13][C:11]([C:9]3[N:10]=[C:6]([CH:3]([OH:5])[CH3:4])[O:7][CH:8]=3)=[O:12])[CH3:30])[N:17]=2)[CH:26]=[CH:25][C:24]=1[C:27]#[N:28]. The yield is 0.890. (9) The reactants are [CH:1]([S:4]([N:7]1[CH2:10][C:9]2([CH2:14][CH2:13][N:12](C(OCC3C=CC=CC=3)=O)[CH2:11]2)[CH2:8]1)(=[O:6])=[O:5])([CH3:3])[CH3:2]. The catalyst is CC(O)=O.C(Cl)Cl.[Pd]. The product is [CH:1]([S:4]([N:7]1[CH2:8][C:9]2([CH2:14][CH2:13][NH:12][CH2:11]2)[CH2:10]1)(=[O:5])=[O:6])([CH3:3])[CH3:2]. The yield is 1.00. (10) The reactants are Cl[C:2]1[O:3][C:4]([CH2:14][CH2:15][C:16]([O:18][CH3:19])=[O:17])=[C:5]([C:7]2[CH:12]=[CH:11][C:10]([Cl:13])=[CH:9][CH:8]=2)[N:6]=1.OB(O)[C:22]1[CH:27]=[CH:26][CH:25]=[CH:24][CH:23]=1.C(=O)([O-])O.[Na+].C1(C)C=CC=CC=1. The catalyst is C1C=CC([P]([Pd]([P](C2C=CC=CC=2)(C2C=CC=CC=2)C2C=CC=CC=2)([P](C2C=CC=CC=2)(C2C=CC=CC=2)C2C=CC=CC=2)[P](C2C=CC=CC=2)(C2C=CC=CC=2)C2C=CC=CC=2)(C2C=CC=CC=2)C2C=CC=CC=2)=CC=1.O.C(O)C. The product is [Cl:13][C:10]1[CH:11]=[CH:12][C:7]([C:5]2[N:6]=[C:2]([C:22]3[CH:27]=[CH:26][CH:25]=[CH:24][CH:23]=3)[O:3][C:4]=2[CH2:14][CH2:15][C:16]([O:18][CH3:19])=[O:17])=[CH:8][CH:9]=1. The yield is 0.880.